From a dataset of Forward reaction prediction with 1.9M reactions from USPTO patents (1976-2016). Predict the product of the given reaction. (1) Given the reactants [CH2:1]([O:5][C:6]1[C:11]([F:12])=[C:10](F)[N:9]=[CH:8][N:7]=1)[C:2]#[C:3][CH3:4].[NH:14]1[CH2:19][CH2:18][CH2:17][CH2:16][CH2:15]1, predict the reaction product. The product is: [CH2:1]([O:5][C:6]1[C:11]([F:12])=[C:10]([N:14]2[CH2:19][CH2:18][CH2:17][CH2:16][CH2:15]2)[N:9]=[CH:8][N:7]=1)[C:2]#[C:3][CH3:4]. (2) Given the reactants Cl.[CH3:2][N:3]([CH3:12])[CH2:4][CH2:5][CH2:6][N:7]=[C:8]=[N:9][CH2:10]C.O[N:14]1[C:18]2[CH:19]=[CH:20][CH:21]=[CH:22][C:17]=2[N:16]=N1.C([N:26]([CH:29](C)C)CC)(C)C.[CH3:32][O:33][CH2:34][CH2:35][C:36]([OH:38])=O.[C:39](O)([C:41](F)(F)F)=O.C[N:47](C)C=O, predict the reaction product. The product is: [CH3:2][N:3]1[C:4]2=[C:39]3[CH:41]=[C:10]([C:18]4[N:14]=[C:22]([CH2:17][NH:16][C:36](=[O:38])[CH2:35][CH2:34][O:33][CH3:32])[CH:21]=[CH:20][CH:19]=4)[NH:9][C:8]3=[N:7][C:6]([NH:26][CH3:29])=[C:5]2[N:47]=[CH:12]1. (3) Given the reactants Cl[C:2]1[N:3]=[C:4]([N:13]2[CH2:18][CH2:17][O:16][CH2:15][C@@H:14]2[CH3:19])[C:5]2[S:10][C:9]([CH:11]=O)=[CH:8][C:6]=2[N:7]=1.[BH-](O[C:30]([CH3:32])=O)(OC(C)=O)OC(C)=O.[Na+].[CH3:34][N:35]1[CH2:40][CH2:39][NH:38][CH2:37][CH2:36]1.COC(OC)OC, predict the reaction product. The product is: [CH3:19][C@H:14]1[CH2:15][O:16][CH2:17][CH2:18][N:13]1[C:4]1[C:5]2[S:10][C:9]([CH2:11][N:38]3[CH2:39][CH2:40][N:35]([CH3:34])[CH2:36][CH2:37]3)=[CH:8][C:6]=2[N:7]=[C:2]([C:30]2[CH:32]=[N:7][CH:2]=[N:3][CH:4]=2)[N:3]=1. (4) Given the reactants [CH2:1]([O:8][C:9]1[C:10]([C:25]([OH:27])=O)=[N:11][C:12]([CH2:16][C:17]2[CH:22]=[CH:21][CH:20]=[C:19]([Cl:23])[C:18]=2[Cl:24])=[N:13][C:14]=1[OH:15])[C:2]1[CH:7]=[CH:6][CH:5]=[CH:4][CH:3]=1.C(N(CC)C(C)C)(C)C.C(P1(=O)OP(CCC)(=O)OP(CCC)(=O)O1)CC.[Si:55]([O:62][CH2:63][CH2:64][NH:65][CH:66]([CH3:68])[CH3:67])([C:58]([CH3:61])([CH3:60])[CH3:59])([CH3:57])[CH3:56], predict the reaction product. The product is: [Si:55]([O:62][CH2:63][CH2:64][N:65]([CH:66]([CH3:68])[CH3:67])[C:25]([C:10]1[C:9]([O:8][CH2:1][C:2]2[CH:7]=[CH:6][CH:5]=[CH:4][CH:3]=2)=[C:14]([OH:15])[N:13]=[C:12]([CH2:16][C:17]2[CH:22]=[CH:21][CH:20]=[C:19]([Cl:23])[C:18]=2[Cl:24])[N:11]=1)=[O:27])([C:58]([CH3:61])([CH3:60])[CH3:59])([CH3:57])[CH3:56]. (5) Given the reactants [C:1]([O:5][C:6](=[O:14])[N:7]([CH2:9][CH2:10][CH2:11][CH2:12][NH2:13])[CH3:8])([CH3:4])([CH3:3])[CH3:2].[CH3:15][C:16]1[C:17]([CH:23]=O)=[N:18][CH:19]=[C:20]([CH3:22])[CH:21]=1.[BH-](OC(C)=O)(OC(C)=O)OC(C)=O.[Na+], predict the reaction product. The product is: [C:1]([O:5][C:6](=[O:14])[N:7]([CH2:9][CH2:10][CH2:11][CH2:12][NH:13][CH2:23][C:17]1[C:16]([CH3:15])=[CH:21][C:20]([CH3:22])=[CH:19][N:18]=1)[CH3:8])([CH3:4])([CH3:2])[CH3:3]. (6) Given the reactants [CH3:1][O:2][C:3]([C:5]1[S:6][C:7]([CH2:10][CH2:11][CH2:12][C@H:13]2[CH2:17][CH2:16][C:15](Br)([Br:18])[C@@H:14]2[C:20]2[CH:25]=[CH:24][C:23]([CH:26]([O:32][CH2:33][C:34]3[CH:39]=[CH:38][C:37]([O:40][CH3:41])=[CH:36][CH:35]=3)[CH2:27][CH2:28][CH2:29][CH2:30][CH3:31])=[CH:22][CH:21]=2)=[CH:8][CH:9]=1)=[O:4].C(N=C(N(C)C)N(C)C)(C)(C)C.Cl, predict the reaction product. The product is: [CH3:1][O:2][C:3]([C:5]1[S:6][C:7]([CH2:10][CH2:11][CH2:12][C@H:13]2[CH2:17][CH2:16][C:15]([Br:18])=[C:14]2[C:20]2[CH:21]=[CH:22][C:23]([CH:26]([O:32][CH2:33][C:34]3[CH:39]=[CH:38][C:37]([O:40][CH3:41])=[CH:36][CH:35]=3)[CH2:27][CH2:28][CH2:29][CH2:30][CH3:31])=[CH:24][CH:25]=2)=[CH:8][CH:9]=1)=[O:4]. (7) Given the reactants [CH3:1][N:2]([CH3:23])[CH2:3][CH2:4][CH2:5][NH:6][C:7]([O:9][C@@H:10]1[CH2:15][CH2:14][CH2:13][N:12](C(OC(C)(C)C)=O)[CH2:11]1)=[O:8].Cl, predict the reaction product. The product is: [CH3:23][N:2]([CH3:1])[CH2:3][CH2:4][CH2:5][NH:6][C:7](=[O:8])[O:9][C@@H:10]1[CH2:15][CH2:14][CH2:13][NH:12][CH2:11]1. (8) Given the reactants Cl[C:2]1[C:11]2[C:6](=[CH:7][CH:8]=[C:9]([OH:12])[CH:10]=2)[N:5]=[CH:4][N:3]=1.[F:13][CH2:14][CH:15](O)[CH2:16][F:17].[CH3:19][O:20][C:21]1[N:26]=[C:25]2[S:27][C:28]([NH2:30])=[N:29][C:24]2=[CH:23][CH:22]=1, predict the reaction product. The product is: [F:13][CH2:14][CH:15]([CH2:16][F:17])[O:12][C:9]1[CH:10]=[C:11]2[C:6](=[CH:7][CH:8]=1)[N:5]=[CH:4][N:3]=[C:2]2[NH:30][C:28]1[S:27][C:25]2[C:24]([N:29]=1)=[CH:23][CH:22]=[C:21]([O:20][CH3:19])[N:26]=2.